This data is from Peptide-MHC class I binding affinity with 185,985 pairs from IEDB/IMGT. The task is: Regression. Given a peptide amino acid sequence and an MHC pseudo amino acid sequence, predict their binding affinity value. This is MHC class I binding data. The binding affinity (normalized) is 0.778. The peptide sequence is AMKGLPIRY. The MHC is HLA-B15:01 with pseudo-sequence HLA-B15:01.